This data is from Catalyst prediction with 721,799 reactions and 888 catalyst types from USPTO. The task is: Predict which catalyst facilitates the given reaction. (1) Reactant: [C:1]1([CH2:7][C:8]([NH:10][C@@H:11]2[C:38](=[O:39])[N:13]3[C:14]([C:26]([O:28]CC4C=CC(OC)=CC=4)=[O:27])=[C:15]([CH:18]=[CH:19][C:20]4[O:24][N:23]=[C:22]([CH3:25])[CH:21]=4)[CH2:16][S:17][C@H:12]23)=[S:9])[CH:6]=[CH:5][CH:4]=[CH:3][CH:2]=1.FC(F)(F)C(O)=O. Product: [C:1]1([CH2:7][C:8]([NH:10][C@@H:11]2[C:38](=[O:39])[N:13]3[C:14]([C:26]([OH:28])=[O:27])=[C:15]([CH:18]=[CH:19][C:20]4[O:24][N:23]=[C:22]([CH3:25])[CH:21]=4)[CH2:16][S:17][C@H:12]23)=[S:9])[CH:2]=[CH:3][CH:4]=[CH:5][CH:6]=1. The catalyst class is: 520. (2) Reactant: [Cl:1][C:2]1[CH:7]=[CH:6][C:5]([C:8](=[O:13])[C:9]([F:12])([F:11])[F:10])=[CH:4][C:3]=1[CH3:14].[BH4-].[Na+].Cl. Product: [Cl:1][C:2]1[CH:7]=[CH:6][C:5]([CH:8]([OH:13])[C:9]([F:11])([F:12])[F:10])=[CH:4][C:3]=1[CH3:14]. The catalyst class is: 14. (3) Reactant: Cl[C:2]1[N:7]=[C:6]([Cl:8])[N:5]=[C:4]([O:9][CH2:10][C:11]([F:14])([F:13])[F:12])[N:3]=1.[NH2:15][C:16]1[CH:28]=[CH:27][C:19]([C:20]([O:22][C:23]([CH3:26])([CH3:25])[CH3:24])=[O:21])=[CH:18][CH:17]=1. Product: [Cl:8][C:6]1[N:5]=[C:4]([O:9][CH2:10][C:11]([F:14])([F:13])[F:12])[N:3]=[C:2]([NH:15][C:16]2[CH:28]=[CH:27][C:19]([C:20]([O:22][C:23]([CH3:24])([CH3:25])[CH3:26])=[O:21])=[CH:18][CH:17]=2)[N:7]=1. The catalyst class is: 1. (4) Reactant: [O:1]1[C:5]2[CH:6]=[CH:7][C:8]([C:10]3([C:13]([NH:15][C:16]4[CH:17]=[C:18]5[C:22](=[CH:23][CH:24]=4)[NH:21][C:20]([C:25](O)=[O:26])=[CH:19]5)=[O:14])[CH2:12][CH2:11]3)=[CH:9][C:4]=2[O:3][CH2:2]1.[CH3:28][C:29]([NH2:32])([CH3:31])[CH3:30].C(N(CC)CC)C. Product: [O:1]1[C:5]2[CH:6]=[CH:7][C:8]([C:10]3([C:13]([NH:15][C:16]4[CH:17]=[C:18]5[C:22](=[CH:23][CH:24]=4)[NH:21][C:20]([C:25]([NH:32][C:29]([CH3:31])([CH3:30])[CH3:28])=[O:26])=[CH:19]5)=[O:14])[CH2:12][CH2:11]3)=[CH:9][C:4]=2[O:3][CH2:2]1. The catalyst class is: 9.